From a dataset of Full USPTO retrosynthesis dataset with 1.9M reactions from patents (1976-2016). Predict the reactants needed to synthesize the given product. (1) The reactants are: C([O:3][C:4](=[O:30])[CH2:5][C:6]1[N:14]2[C:9]([CH:10]=[C:11]([C:15]#[N:16])[CH:12]=[CH:13]2)=[C:8]([S:17][C:18]2[CH:23]=[CH:22][C:21]([S:24]([CH2:27][CH3:28])(=[O:26])=[O:25])=[CH:20][CH:19]=2)[C:7]=1[CH3:29])C.O1CCCC1.[OH-].[Li+].Cl. Given the product [C:15]([C:11]1[CH:12]=[CH:13][N:14]2[C:9]([CH:10]=1)=[C:8]([S:17][C:18]1[CH:19]=[CH:20][C:21]([S:24]([CH2:27][CH3:28])(=[O:26])=[O:25])=[CH:22][CH:23]=1)[C:7]([CH3:29])=[C:6]2[CH2:5][C:4]([OH:30])=[O:3])#[N:16], predict the reactants needed to synthesize it. (2) Given the product [OH:10][C:11]1[C:12]([CH3:27])=[C:13]([CH3:26])[C:14]([NH:18][C:19]([CH:21]2[CH2:25][CH2:24][CH2:23][CH2:22]2)=[O:20])=[N:15][C:16]=1[CH3:17], predict the reactants needed to synthesize it. The reactants are: CO.C([O:10][C:11]1[C:12]([CH3:27])=[C:13]([CH3:26])[C:14]([NH:18][C:19]([CH:21]2[CH2:25][CH2:24][CH2:23][CH2:22]2)=[O:20])=[N:15][C:16]=1[CH3:17])C1C=CC=CC=1. (3) Given the product [N:14]1([S:2]([C:5]2[CH:13]=[CH:12][C:8]([C:9]([OH:11])=[O:10])=[CH:7][CH:6]=2)(=[O:4])=[O:3])[CH2:18][CH2:17][CH2:16][CH2:15]1, predict the reactants needed to synthesize it. The reactants are: Cl[S:2]([C:5]1[CH:13]=[CH:12][C:8]([C:9]([OH:11])=[O:10])=[CH:7][CH:6]=1)(=[O:4])=[O:3].[NH:14]1[CH2:18][CH2:17][CH2:16][CH2:15]1. (4) The reactants are: [C:1]([C:3]1[CH:8]=[CH:7][C:6]([NH:9][C:10]2[C:11]3[C:18]([CH3:19])=[C:17]([C:20](O)=[O:21])[S:16][C:12]=3[N:13]=[CH:14][N:15]=2)=[C:5]([O:23][CH:24]([CH2:27][F:28])[CH2:25][F:26])[CH:4]=1)#[N:2].CN(C(ON1N=N[C:39]2[CH:40]=[CH:41][CH:42]=[N:43][C:38]1=2)=[N+](C)C)C.F[P-](F)(F)(F)(F)F.C[N:54](C)[CH2:55][CH2:56]CN. Given the product [N:43]1([CH2:38][CH2:56][CH2:55][NH:54][C:20]([C:17]2[S:16][C:12]3[N:13]=[CH:14][N:15]=[C:10]([NH:9][C:6]4[CH:7]=[CH:8][C:3]([C:1]#[N:2])=[CH:4][C:5]=4[O:23][CH:24]([CH2:27][F:28])[CH2:25][F:26])[C:11]=3[C:18]=2[CH3:19])=[O:21])[CH2:39][CH2:40][CH2:41][CH2:42]1, predict the reactants needed to synthesize it. (5) The reactants are: [Si]([O:8][CH2:9][CH2:10][CH2:11][O:12][C:13]1[CH:14]=[C:15]([F:50])[CH:16]=[C:17]2[C:22]=1[N:21]=[C:20]([C:23]1[N:27]3[CH:28]=[C:29]([C@@H:32]([N:37]4[CH2:41][CH2:40][C@H:39]([NH:42]C(=O)OC(C)(C)C)[CH2:38]4)[C:33]([F:36])([F:35])[F:34])[CH:30]=[CH:31][C:26]3=[N:25][N:24]=1)[CH:19]=[CH:18]2)(C(C)(C)C)(C)C.[Cl:51]CCl. Given the product [ClH:51].[ClH:51].[NH2:42][C@H:39]1[CH2:40][CH2:41][N:37]([C@H:32]([C:29]2[CH:30]=[CH:31][C:26]3[N:27]([C:23]([C:20]4[CH:19]=[CH:18][C:17]5[C:22](=[C:13]([O:12][CH2:11][CH2:10][CH2:9][OH:8])[CH:14]=[C:15]([F:50])[CH:16]=5)[N:21]=4)=[N:24][N:25]=3)[CH:28]=2)[C:33]([F:35])([F:34])[F:36])[CH2:38]1, predict the reactants needed to synthesize it. (6) Given the product [Cl:8][C:6]1[CH:5]=[C:4]([C:9]2([C:24]([F:26])([F:25])[F:27])[O:13][N:12]=[C:11]([C:14]3[CH:15]=[C:16]4[C:21](=[CH:22][CH:23]=3)[N+:20]([O-:36])=[CH:19][CH:18]=[CH:17]4)[CH2:10]2)[CH:3]=[C:2]([Cl:1])[CH:7]=1, predict the reactants needed to synthesize it. The reactants are: [Cl:1][C:2]1[CH:3]=[C:4]([C:9]2([C:24]([F:27])([F:26])[F:25])[O:13][N:12]=[C:11]([C:14]3[CH:15]=[C:16]4[C:21](=[CH:22][CH:23]=3)[N:20]=[CH:19][CH:18]=[CH:17]4)[CH2:10]2)[CH:5]=[C:6]([Cl:8])[CH:7]=1.ClC1C=CC=C(C(OO)=[O:36])C=1.S([O-])([O-])(=O)=S.[Na+].[Na+].